The task is: Regression. Given a peptide amino acid sequence and an MHC pseudo amino acid sequence, predict their binding affinity value. This is MHC class II binding data.. This data is from Peptide-MHC class II binding affinity with 134,281 pairs from IEDB. The peptide sequence is AFKVAATAANAAPAW. The MHC is DRB1_0701 with pseudo-sequence DRB1_0701. The binding affinity (normalized) is 0.928.